Dataset: Reaction yield outcomes from USPTO patents with 853,638 reactions. Task: Predict the reaction yield, written as a fraction of the theoretical maximum amount of product (1.0 means a 100% yield; for example, 0.34 means a 34% yield). The reactants are [CH:1]1([CH:7]([C:9]2[C:10]([O:25][CH:26]([CH3:28])[CH3:27])=[N:11][N:12]([C:14]3[CH:19]=[CH:18][C:17]([O:20][C:21]([F:24])([F:23])[F:22])=[CH:16][CH:15]=3)[CH:13]=2)O)[CH2:6][CH2:5][CH2:4][CH2:3][CH2:2]1.[NH2:29][C:30]1[CH:35]=[CH:34][C:33]([C:36]([NH:38][CH2:39][CH2:40][C:41]([O:43]CC)=[O:42])=[O:37])=[CH:32][CH:31]=1. No catalyst specified. The product is [CH:1]1([CH:7]([NH:29][C:30]2[CH:31]=[CH:32][C:33]([C:36]([NH:38][CH2:39][CH2:40][C:41]([OH:43])=[O:42])=[O:37])=[CH:34][CH:35]=2)[C:9]2[C:10]([O:25][CH:26]([CH3:27])[CH3:28])=[N:11][N:12]([C:14]3[CH:19]=[CH:18][C:17]([O:20][C:21]([F:22])([F:23])[F:24])=[CH:16][CH:15]=3)[CH:13]=2)[CH2:2][CH2:3][CH2:4][CH2:5][CH2:6]1. The yield is 0.360.